Predict the reactants needed to synthesize the given product. From a dataset of Full USPTO retrosynthesis dataset with 1.9M reactions from patents (1976-2016). (1) Given the product [Cl:1][C:2]1[CH:3]=[C:4]([CH2:14][C:15]2[O:19][C:18]([C:20]3[NH:24][C:23]4[CH:25]=[CH:26][C:27]([CH:29]=[O:30])=[CH:28][C:22]=4[N:21]=3)=[CH:17][CH:16]=2)[C:5]2[O:9][C:8]([CH:10]([CH3:11])[CH3:12])=[CH:7][C:6]=2[CH:13]=1, predict the reactants needed to synthesize it. The reactants are: [Cl:1][C:2]1[CH:3]=[C:4]([CH2:14][C:15]2[O:19][C:18]([C:20]3[NH:24][C:23]4[CH:25]=[CH:26][C:27]([CH2:29][OH:30])=[CH:28][C:22]=4[N:21]=3)=[CH:17][CH:16]=2)[C:5]2[O:9][C:8]([CH:10]([CH3:12])[CH3:11])=[CH:7][C:6]=2[CH:13]=1.CC(OI1(OC(C)=O)(OC(C)=O)OC(=O)C2C=CC=CC1=2)=O. (2) Given the product [C:10]([O:9][C:8](=[O:14])[NH:7][CH:4]1[CH2:3][CH2:2][N:1]([CH2:16][CH2:17][OH:18])[CH2:6][CH2:5]1)([CH3:11])([CH3:13])[CH3:12], predict the reactants needed to synthesize it. The reactants are: [NH:1]1[CH2:6][CH2:5][CH:4]([NH:7][C:8](=[O:14])[O:9][C:10]([CH3:13])([CH3:12])[CH3:11])[CH2:3][CH2:2]1.Br[CH2:16][CH2:17][OH:18].C(N(CC)CC)C.ClCCl.CO. (3) The reactants are: CC(C)=CC[C@@H](O)[C:6]1[C:16](=[O:17])[C:15]2[C:14](O)=[CH:13][CH:12]=[C:11](O)[C:10]=2[C:8](=[O:9])C=1.CC(C)=CCC(OC(C=C(C)C)=O)C1C(=O)C2C(=C(O)C=CC=2O)C(=[O:30])C=1. Given the product [CH2:15]([OH:30])[CH:16]([OH:17])[CH3:6].[CH2:8]([OH:9])[C:10]1[CH:11]=[CH:12][CH:13]=[CH:14][CH:15]=1, predict the reactants needed to synthesize it. (4) Given the product [NH2:11][C:12]1[C:21]([C:22]([NH:24][C:25]2[CH:26]=[N:27][CH:28]=[C:29]([F:37])[C:30]=2[N:31]2[CH2:36][CH2:35][N:34]([S:7]([CH:4]3[CH2:5][CH2:6][O:1][CH2:2][CH2:3]3)(=[O:9])=[O:8])[CH2:33][CH2:32]2)=[O:23])=[C:15]2[N:16]=[CH:17][C:18]([F:20])=[CH:19][N:14]2[N:13]=1, predict the reactants needed to synthesize it. The reactants are: [O:1]1[CH2:6][CH2:5][CH:4]([S:7](Cl)(=[O:9])=[O:8])[CH2:3][CH2:2]1.[NH2:11][C:12]1[C:21]([C:22]([NH:24][C:25]2[CH:26]=[N:27][CH:28]=[C:29]([F:37])[C:30]=2[N:31]2[CH2:36][CH2:35][NH:34][CH2:33][CH2:32]2)=[O:23])=[C:15]2[N:16]=[CH:17][C:18]([F:20])=[CH:19][N:14]2[N:13]=1.CCN(CC)CC. (5) Given the product [Br:1][C:2]1[CH:7]=[CH:6][C:5]([C:8](=[C:20]2[CH2:21][C:22]([CH3:25])([CH3:24])[CH2:23][C:18]([CH3:27])([CH3:17])[CH2:19]2)[C:10]2[CH:15]=[CH:14][C:13]([OH:16])=[CH:12][CH:11]=2)=[CH:4][CH:3]=1, predict the reactants needed to synthesize it. The reactants are: [Br:1][C:2]1[CH:7]=[CH:6][C:5]([C:8]([C:10]2[CH:15]=[CH:14][C:13]([OH:16])=[CH:12][CH:11]=2)=O)=[CH:4][CH:3]=1.[CH3:17][C:18]1([CH3:27])[CH2:23][C:22]([CH3:25])([CH3:24])[CH2:21][C:20](=O)[CH2:19]1.C([O-])([O-])=O.[K+].[K+].